This data is from Reaction yield outcomes from USPTO patents with 853,638 reactions. The task is: Predict the reaction yield, written as a fraction of the theoretical maximum amount of product (1.0 means a 100% yield; for example, 0.34 means a 34% yield). (1) The reactants are [OH:1][C:2]1[CH:11]=[CH:10][C:9]2[NH:8][C:7](=[O:12])[C:6]3[S:13][CH:14]=[CH:15][C:5]=3[C:4]=2[C:3]=1[C:16]1[CH:21]=[CH:20][C:19]([CH:22]([NH:24][C:25](=[O:31])[O:26][C:27]([CH3:30])([CH3:29])[CH3:28])[CH3:23])=[CH:18][CH:17]=1.[H-].[Na+].Cl[C:35]([O:37][CH:38]([CH3:40])[CH3:39])=[O:36].O. The catalyst is C1COCC1. The product is [CH:38]([O:37][C:35]([O:1][C:2]1[CH:11]=[CH:10][C:9]2[NH:8][C:7](=[O:12])[C:6]3[S:13][CH:14]=[CH:15][C:5]=3[C:4]=2[C:3]=1[C:16]1[CH:21]=[CH:20][C:19]([CH:22]([NH:24][C:25](=[O:31])[O:26][C:27]([CH3:30])([CH3:29])[CH3:28])[CH3:23])=[CH:18][CH:17]=1)=[O:36])([CH3:40])[CH3:39]. The yield is 0.500. (2) The reactants are [C:1]([O:7][CH2:8][CH3:9])(=[O:6])[CH2:2][C:3]([CH3:5])=[O:4].[N+:10]([C:13]1[CH:14]=[C:15]([CH:18]=[CH:19][CH:20]=1)[CH:16]=O)([O-:12])=[O:11].C(O)(=O)C.N1C=CC=CC=1. The catalyst is C1(C)C=CC=CC=1. The product is [CH2:8]([O:7][C:1](=[O:6])[C:2]([C:3](=[O:4])[CH3:5])=[CH:16][C:15]1[CH:18]=[CH:19][CH:20]=[C:13]([N+:10]([O-:12])=[O:11])[CH:14]=1)[CH3:9]. The yield is 0.350. (3) The reactants are [O:1]1[CH2:6][CH2:5][N:4]([C:7]([C:9]2[N:10]=[C:11]([N:14]3[CH2:17][CH:16]([OH:18])[CH2:15]3)[S:12][CH:13]=2)=[O:8])[CH2:3][CH2:2]1.[CH3:19][S:20](Cl)(=[O:22])=[O:21].C(N(CC)CC)C. The catalyst is C(Cl)Cl. The product is [O:1]1[CH2:2][CH2:3][N:4]([C:7]([C:9]2[N:10]=[C:11]([N:14]3[CH2:17][CH:16]([O:18][S:20]([CH3:19])(=[O:22])=[O:21])[CH2:15]3)[S:12][CH:13]=2)=[O:8])[CH2:5][CH2:6]1. The yield is 0.990.